From a dataset of Reaction yield outcomes from USPTO patents with 853,638 reactions. Predict the reaction yield, written as a fraction of the theoretical maximum amount of product (1.0 means a 100% yield; for example, 0.34 means a 34% yield). (1) The reactants are [CH3:1][CH:2]1[CH2:7][CH2:6][CH2:5][CH2:4][N:3]1[CH2:8][CH2:9][O:10][C:11]1[CH:16]=[CH:15][C:14]([NH2:17])=[CH:13][C:12]=1[C:18]1[N:19]([CH3:23])[N:20]=[CH:21][CH:22]=1.[F:24][C:25]1[CH:26]=[C:27]([CH:31]=[CH:32][C:33]=1[F:34])[C:28](Cl)=[O:29].C(N(CC)CC)C. The catalyst is C(Cl)Cl. The product is [F:24][C:25]1[CH:26]=[C:27]([CH:31]=[CH:32][C:33]=1[F:34])[C:28]([NH:17][C:14]1[CH:15]=[CH:16][C:11]([O:10][CH2:9][CH2:8][N:3]2[CH2:4][CH2:5][CH2:6][CH2:7][CH:2]2[CH3:1])=[C:12]([C:18]2[N:19]([CH3:23])[N:20]=[CH:21][CH:22]=2)[CH:13]=1)=[O:29]. The yield is 0.882. (2) The reactants are [CH3:1][C@@:2]1([CH2:9][S:10](Cl)(=[O:12])=[O:11])[C:6](=[O:7])[NH:5][C:4](=[O:8])[NH:3]1.[CH:14]1([C:17]2[N:22]=[CH:21][C:20]([C:23]3[CH:24]=[C:25]4[C:30](=[CH:31][CH:32]=3)[CH2:29][NH:28][CH2:27][CH2:26]4)=[CH:19][N:18]=2)[CH2:16][CH2:15]1.CCN(C(C)C)C(C)C. The catalyst is C1COCC1.O.[Cl-].[Na+].O. The product is [CH:14]1([C:17]2[N:18]=[CH:19][C:20]([C:23]3[CH:24]=[C:25]4[C:30](=[CH:31][CH:32]=3)[CH2:29][N:28]([S:10]([CH2:9][C@@:2]3([CH3:1])[NH:3][C:4](=[O:8])[NH:5][C:6]3=[O:7])(=[O:12])=[O:11])[CH2:27][CH2:26]4)=[CH:21][N:22]=2)[CH2:16][CH2:15]1. The yield is 0.500. (3) The reactants are [C:1]([N:5]1[C:9]2=[N:10][C:11]([NH:14][C:15](=[O:23])[C:16]3[CH:21]=[CH:20][C:19]([CH3:22])=[CH:18][CH:17]=3)=[CH:12][CH:13]=[C:8]2[C:7]([C:24]([OH:26])=O)=[CH:6]1)([CH3:4])([CH3:3])[CH3:2].[CH2:27]([NH:29][CH2:30][CH3:31])[CH3:28].F[P-](F)(F)(F)(F)F.C[N+](C)=C(N(C)C)ON1C2N=CC=CC=2N=N1.C(N(CC)CC)C. The catalyst is CN(C=O)C. The product is [CH2:27]([N:29]([CH2:30][CH3:31])[C:24]([C:7]1[C:8]2[C:9](=[N:10][C:11]([NH:14][C:15](=[O:23])[C:16]3[CH:21]=[CH:20][C:19]([CH3:22])=[CH:18][CH:17]=3)=[CH:12][CH:13]=2)[N:5]([C:1]([CH3:4])([CH3:2])[CH3:3])[CH:6]=1)=[O:26])[CH3:28]. The yield is 0.170.